Dataset: Full USPTO retrosynthesis dataset with 1.9M reactions from patents (1976-2016). Task: Predict the reactants needed to synthesize the given product. (1) Given the product [CH3:31][CH:30]([CH2:32][CH2:33][CH2:34][C@H:35]([C@@H:37]1[C@:55]2([CH3:56])[C@H:40]([C@H:41]3[C@H:52]([CH2:53][CH2:54]2)[C@:50]2([CH3:51])[C:44]([CH2:45][C@H:46]([CH2:48][CH2:49]2)[OH:47])=[CH:43][CH2:42]3)[CH2:39][CH2:38]1)[CH3:36])[CH3:29].[Cl:25][CH2:24][CH2:23][N:22]([CH2:26][CH2:27][Cl:28])[C:12]1[CH:11]=[CH:10][C:15]([CH2:16][CH2:17][CH2:18][C:19]([O-:21])=[O:20])=[CH:14][CH:13]=1, predict the reactants needed to synthesize it. The reactants are: CC(C)N=C=NC(C)C.[CH:10]1[C:15]([CH2:16][CH2:17][CH2:18][C:19]([OH:21])=[O:20])=[CH:14][CH:13]=[C:12]([N:22]([CH2:26][CH2:27][Cl:28])[CH2:23][CH2:24][Cl:25])[CH:11]=1.[CH3:29][CH:30]([CH2:32][CH2:33][CH2:34][C@H:35]([C@@H:37]1[C@:55]2([CH3:56])[C@H:40]([C@H:41]3[C@H:52]([CH2:53][CH2:54]2)[C@:50]2([CH3:51])[C:44]([CH2:45][C@H:46]([CH2:48][CH2:49]2)[OH:47])=[CH:43][CH2:42]3)[CH2:39][CH2:38]1)[CH3:36])[CH3:31].C(=O)(O)[O-].[Na+]. (2) Given the product [Br:8][C:5]1[CH:6]=[CH:7][C:2]2[NH:1][C:16](=[O:17])[O:11][C:9]([CH2:12][CH3:13])([CH3:10])[C:3]=2[CH:4]=1, predict the reactants needed to synthesize it. The reactants are: [NH2:1][C:2]1[CH:7]=[CH:6][C:5]([Br:8])=[CH:4][C:3]=1[C:9](=[O:11])[CH3:10].[CH2:12]([Mg]Br)[CH3:13].[C:16](N1C=CN=C1)(N1C=CN=C1)=[O:17].